From a dataset of Full USPTO retrosynthesis dataset with 1.9M reactions from patents (1976-2016). Predict the reactants needed to synthesize the given product. (1) Given the product [CH2:1]([N:3]1[CH2:8][CH2:7][N:6]([C:10]2[CH:15]=[CH:14][CH:13]=[C:12]([N+:16]([O-:18])=[O:17])[CH:11]=2)[CH2:5][CH2:4]1)[CH3:2], predict the reactants needed to synthesize it. The reactants are: [CH2:1]([N:3]1[CH2:8][CH2:7][NH:6][CH2:5][CH2:4]1)[CH3:2].F[C:10]1[CH:15]=[CH:14][CH:13]=[C:12]([N+:16]([O-:18])=[O:17])[CH:11]=1. (2) The reactants are: C[O:2][C:3](=[O:31])[CH2:4][C:5]1[CH:10]=[C:9]([Cl:11])[C:8]([O:12][C:13]2[CH:18]=[CH:17][C:16]([NH:19][C:20](=[O:24])[CH:21]([CH3:23])[CH3:22])=[C:15](/[CH:25]=[CH:26]/[C:27]([OH:29])=[O:28])[CH:14]=2)=[C:7]([Cl:30])[CH:6]=1.[Li+].[OH-].Cl. Given the product [Cl:11][C:9]1[CH:10]=[C:5]([CH2:4][C:3]([OH:31])=[O:2])[CH:6]=[C:7]([Cl:30])[C:8]=1[O:12][C:13]1[CH:18]=[CH:17][C:16]([NH:19][C:20](=[O:24])[CH:21]([CH3:23])[CH3:22])=[C:15](/[CH:25]=[CH:26]/[C:27]([OH:29])=[O:28])[CH:14]=1, predict the reactants needed to synthesize it. (3) Given the product [NH2:8][C:9]1([CH3:27])[CH2:14][CH2:13][N:12]([C:15]2[CH:20]=[CH:19][C:18]([C:21]3[CH:26]=[CH:25][CH:24]=[CH:23][CH:22]=3)=[CH:17][N:16]=2)[CH2:11][CH2:10]1, predict the reactants needed to synthesize it. The reactants are: C(OC([NH:8][C:9]1([CH3:27])[CH2:14][CH2:13][N:12]([C:15]2[CH:20]=[CH:19][C:18]([C:21]3[CH:26]=[CH:25][CH:24]=[CH:23][CH:22]=3)=[CH:17][N:16]=2)[CH2:11][CH2:10]1)=O)(C)(C)C.FC(F)(F)C(O)=O. (4) Given the product [CH3:21][C:18]1[CH:19]=[C:66]([C:60]2[NH:61][CH:62]=[N:63][N:68]=2)[CH:50]=[CH:49][C:20]=1[C:33]1[N:32]=[C:40]2[NH:42][C:43]3([CH2:44][CH2:45]3)[C:46](=[O:48])[NH:25][C:23]2=[N:30][CH:34]=1, predict the reactants needed to synthesize it. The reactants are: BrC1C(N[C:19]([C:18]2(NC(=O)O[C:18]([CH3:21])([CH3:20])[CH3:19])[CH2:21][CH2:20]2)=O)=NC=C(Br)N=1.[C:23]([N:30]1[CH:34]=[CH:33][N:32]=C1)([N:25]1C=CN=C1)=O.C(O[C:40]([NH:42][C:43]1([C:46]([OH:48])=O)[CH2:45][CH2:44]1)=O)(C)(C)C.[CH:49](N(CC)C(C)C)(C)[CH3:50].BrC1[C:60]([NH2:66])=[N:61][CH:62]=[C:63](Br)N=1.C[N:68](C)C=O. (5) Given the product [CH:111]1([C@H:106]([NH:105][CH2:45][CH:40]([NH:39][C:38]([N:15]2[CH2:16][C@H:17]([O:19][C:20]3[C:29]4[C:24](=[CH:25][C:26]([O:30][CH3:31])=[CH:27][CH:28]=4)[N:23]=[C:22]([C:32]4[CH:37]=[CH:36][CH:35]=[CH:34][CH:33]=4)[CH:21]=3)[CH2:18][C@H:14]2[C:12]([NH:11][C@:6]2([C:4]([OH:3])=[O:5])[CH2:8][C@H:7]2[CH:9]=[CH2:10])=[O:13])=[O:47])[C:41]([CH3:44])([CH3:42])[CH3:43])[C:107](=[O:108])[NH:109][CH3:110])[CH2:116][CH2:115][CH2:114][CH2:113][CH2:112]1, predict the reactants needed to synthesize it. The reactants are: C([O:3][C:4]([C@@:6]1([NH:11][C:12]([C@@H:14]2[CH2:18][C@@H:17]([O:19][C:20]3[C:29]4[C:24](=[CH:25][C:26]([O:30][CH3:31])=[CH:27][CH:28]=4)[N:23]=[C:22]([C:32]4[CH:37]=[CH:36][CH:35]=[CH:34][CH:33]=4)[CH:21]=3)[CH2:16][N:15]2[C:38](=[O:47])[NH:39][C@H:40]([CH:45]=O)[C:41]([CH3:44])([CH3:43])[CH3:42])=[O:13])[CH2:8][C@H:7]1[CH:9]=[CH2:10])=[O:5])C.C(OC(C1(N)CC1(C([C@@H]1C[C@@H](OC2C3C(=CC(OC)=CC=3)N=C(C3C=CC=CC=3)C=2)CN1C(=O)NC(CN[C@H]1C2C(=CC=CC=2)C[C@H]1O)C(C)(C)C)=O)C=C)=O)C.[NH2:105][CH:106]([CH:111]1[CH2:116][CH2:115][CH2:114][CH2:113][CH2:112]1)[C:107]([NH:109][CH3:110])=[O:108]. (6) Given the product [Cl:1][C:2]1[CH:3]=[C:4]([NH:19][C:20]2[C:30]3[CH:29]=[C:28]([C:31]([NH:44][CH2:43][CH2:42][O:41][CH2:40][CH2:39][S:36]([CH3:35])(=[O:38])=[O:37])=[O:32])[CH2:27][CH2:26][NH:25][C:24]=3[N:23]=[CH:22][N:21]=2)[CH:5]=[CH:6][C:7]=1[O:8][C:9]1[CH:14]=[CH:13][CH:12]=[C:11]([C:15]([F:17])([F:16])[F:18])[CH:10]=1, predict the reactants needed to synthesize it. The reactants are: [Cl:1][C:2]1[CH:3]=[C:4]([NH:19][C:20]2[C:30]3[CH:29]=[C:28]([C:31](O)=[O:32])[CH2:27][CH2:26][NH:25][C:24]=3[N:23]=[CH:22][N:21]=2)[CH:5]=[CH:6][C:7]=1[O:8][C:9]1[CH:14]=[CH:13][CH:12]=[C:11]([C:15]([F:18])([F:17])[F:16])[CH:10]=1.Cl.[CH3:35][S:36]([CH2:39][CH2:40][O:41][CH2:42][CH2:43][NH2:44])(=[O:38])=[O:37].Cl.C(N=C=NCCCN(C)C)C.O.ON1C2C=CC=CC=2N=N1. (7) Given the product [Br:1][C:2]1[CH:3]=[C:4]2[C:9](=[CH:10][CH:11]=1)[N:8]=[C:7]([C:12]1[CH:13]=[N:14][CH:15]=[CH:16][CH:17]=1)[N:6]=[C:5]2[N:18]([CH3:19])[C:24](=[O:26])[CH3:25], predict the reactants needed to synthesize it. The reactants are: [Br:1][C:2]1[CH:3]=[C:4]2[C:9](=[CH:10][CH:11]=1)[N:8]=[C:7]([C:12]1[CH:13]=[N:14][CH:15]=[CH:16][CH:17]=1)[N:6]=[C:5]2[NH:18][CH3:19].C(O[C:24](=[O:26])[CH3:25])(=O)C.